Task: Regression. Given a peptide amino acid sequence and an MHC pseudo amino acid sequence, predict their binding affinity value. This is MHC class I binding data.. Dataset: Peptide-MHC class I binding affinity with 185,985 pairs from IEDB/IMGT (1) The peptide sequence is LLAALFHDI. The MHC is HLA-A03:01 with pseudo-sequence HLA-A03:01. The binding affinity (normalized) is 0.0847. (2) The peptide sequence is KSMKIRTQI. The MHC is Mamu-A02 with pseudo-sequence Mamu-A02. The binding affinity (normalized) is 0.893. (3) The peptide sequence is KVADFGLSR. The MHC is HLA-A11:01 with pseudo-sequence HLA-A11:01. The binding affinity (normalized) is 0.865. (4) The peptide sequence is VERLKHGTF. The MHC is HLA-B07:02 with pseudo-sequence HLA-B07:02. The binding affinity (normalized) is 0.0847. (5) The peptide sequence is LEKWNLGII. The MHC is HLA-B35:01 with pseudo-sequence HLA-B35:01. The binding affinity (normalized) is 0.0847. (6) The peptide sequence is VLKMVEPWLR. The MHC is HLA-A31:01 with pseudo-sequence HLA-A31:01. The binding affinity (normalized) is 0. (7) The peptide sequence is LTTRNGEPHM. The MHC is HLA-A30:01 with pseudo-sequence HLA-A30:01. The binding affinity (normalized) is 0.119.